Task: Predict the reaction yield, written as a fraction of the theoretical maximum amount of product (1.0 means a 100% yield; for example, 0.34 means a 34% yield).. Dataset: Reaction yield outcomes from USPTO patents with 853,638 reactions (1) The reactants are [Cl:1][C:2]1[CH:3]=[CH:4][C:5]([CH2:8][N:9]2[C:17]3[C:12](=[CH:13][C:14]([N+:18]([O-])=O)=[CH:15][CH:16]=3)[C:11]([C:21](=[O:33])[C:22]([NH:24][C:25]3[CH:30]=[CH:29][N:28]=[C:27]([O:31][CH3:32])[CH:26]=3)=[O:23])=[C:10]2[CH3:34])=[N:6][CH:7]=1. The catalyst is O1CCCC1.[Cl-].[NH4+].C(OCC)(=O)C.[Fe]. The product is [NH2:18][C:14]1[CH:13]=[C:12]2[C:17](=[CH:16][CH:15]=1)[N:9]([CH2:8][C:5]1[CH:4]=[CH:3][C:2]([Cl:1])=[CH:7][N:6]=1)[C:10]([CH3:34])=[C:11]2[C:21](=[O:33])[C:22]([NH:24][C:25]1[CH:30]=[CH:29][N:28]=[C:27]([O:31][CH3:32])[CH:26]=1)=[O:23]. The yield is 0.890. (2) The reactants are C(N(CC)CC)C.[F:8][C:9]1[CH:17]=[CH:16][C:12]([C:13](Cl)=[O:14])=[CH:11][CH:10]=1.[NH2:18][CH2:19][C:20]1[CH:21]=[N:22][CH:23]=[CH:24][CH:25]=1.C(=O)([O-])O.[Na+]. The catalyst is C(Cl)Cl. The product is [F:8][C:9]1[CH:17]=[CH:16][C:12]([C:13]([NH:18][CH2:19][C:20]2[CH:21]=[N:22][CH:23]=[CH:24][CH:25]=2)=[O:14])=[CH:11][CH:10]=1. The yield is 0.980. (3) The reactants are [C:1]([C:3]1[C:4]([C:18]2[CH:23]=[CH:22][C:21]([CH3:24])=[CH:20][CH:19]=2)=[C:5]([C:14]([O:16]C)=[O:15])[S:6][C:7]=1[N:8]1[CH2:13][CH2:12][O:11][CH2:10][CH2:9]1)#[N:2].[OH-].[Na+]. The catalyst is C1COCC1.CO.O. The product is [C:1]([C:3]1[C:4]([C:18]2[CH:23]=[CH:22][C:21]([CH3:24])=[CH:20][CH:19]=2)=[C:5]([C:14]([OH:16])=[O:15])[S:6][C:7]=1[N:8]1[CH2:13][CH2:12][O:11][CH2:10][CH2:9]1)#[N:2]. The yield is 0.930. (4) The reactants are [NH2:1][C:2]1[C:3]([F:22])=[C:4]([C:10]([C:12]2[CH:13]=[C:14]3[C:19](=[CH:20][CH:21]=2)[N:18]=[CH:17][CH:16]=[CH:15]3)=[O:11])[C:5]([F:9])=[C:6]([F:8])[CH:7]=1.[F:23][C:24]1[CH:29]=[CH:28][CH:27]=[C:26]([N:30]=[C:31]=[O:32])[CH:25]=1. The catalyst is C(Cl)Cl. The product is [F:23][C:24]1[CH:25]=[C:26]([NH:30][C:31]([NH:1][C:2]2[CH:7]=[C:6]([F:8])[C:5]([F:9])=[C:4]([C:10]([C:12]3[CH:13]=[C:14]4[C:19](=[CH:20][CH:21]=3)[N:18]=[CH:17][CH:16]=[CH:15]4)=[O:11])[C:3]=2[F:22])=[O:32])[CH:27]=[CH:28][CH:29]=1. The yield is 0.690. (5) The reactants are [NH2:1][C:2]1[C:11]([N+:12]([O-:14])=[O:13])=[CH:10][C:5]2[NH:6][C:7](=[O:9])[O:8][C:4]=2[CH:3]=1.[CH2:15]([CH:22]1[CH2:27][CH2:26][N:25]([C:28](=[O:32])[C:29](Cl)=[O:30])[CH2:24][CH2:23]1)[C:16]1[CH:21]=[CH:20][CH:19]=[CH:18][CH:17]=1. The catalyst is C(Cl)(Cl)Cl. The product is [CH2:15]([CH:22]1[CH2:23][CH2:24][N:25]([C:28](=[O:32])[C:29]([NH:1][C:2]2[C:11]([N+:12]([O-:14])=[O:13])=[CH:10][C:5]3[NH:6][C:7](=[O:9])[O:8][C:4]=3[CH:3]=2)=[O:30])[CH2:26][CH2:27]1)[C:16]1[CH:17]=[CH:18][CH:19]=[CH:20][CH:21]=1. The yield is 0.470. (6) The yield is 0.600. The product is [F:1][C:2]1[CH:7]=[C:6]([CH3:8])[CH:5]=[CH:4][C:3]=1[N:9]1[C:17]([OH:25])=[CH:18][C:19]([C:20]([O:22][CH2:23][CH3:24])=[O:21])=[N:10]1. The reactants are [F:1][C:2]1[CH:7]=[C:6]([CH3:8])[CH:5]=[CH:4][C:3]=1[NH:9][NH2:10].C(=O)([O-])[O-].[K+].[K+].[C:17](OCC)(=[O:25])[C:18]#[C:19][C:20]([O:22][CH2:23][CH3:24])=[O:21].Cl. The catalyst is C(O)C. (7) The reactants are [C:1]([O:5][C:6]([NH:8][CH2:9][CH2:10][CH2:11][C:12]([OH:14])=O)=[O:7])([CH3:4])([CH3:3])[CH3:2].C(N(C(C)C)CC)(C)C.C(OC(Cl)=O)C(C)C.[NH2:32][C:33]1[N:38]=[C:37]([O:39][CH2:40][C:41]2[CH:46]=[CH:45][C:44]([CH2:47][NH:48][C:49](=[O:54])[C:50]([F:53])([F:52])[F:51])=[CH:43][CH:42]=2)[C:36]([N:55]=[O:56])=[C:35]([NH2:57])[N:34]=1.Cl. The catalyst is C1COCC1. The product is [NH2:32][C:33]1[N:38]=[C:37]([O:39][CH2:40][C:41]2[CH:42]=[CH:43][C:44]([CH2:47][NH:48][C:49](=[O:54])[C:50]([F:52])([F:53])[F:51])=[CH:45][CH:46]=2)[C:36]([N:55]=[O:56])=[C:35]([NH:57][C:12](=[O:14])[CH2:11][CH2:10][CH2:9][NH:8][C:6]([O:5][C:1]([CH3:2])([CH3:3])[CH3:4])=[O:7])[N:34]=1. The yield is 0.504.